From a dataset of Catalyst prediction with 721,799 reactions and 888 catalyst types from USPTO. Predict which catalyst facilitates the given reaction. (1) Reactant: [CH:1]([N:4]1[C:9](=[O:10])[CH:8]=[CH:7][C:6]([C:11]2[CH:12]=[CH:13][C:14]([O:23][CH2:24][CH2:25][N:26]3C(=O)C4C(=CC=CC=4)C3=O)=[N:15][C:16]=2[C:17]2[CH:22]=[CH:21][CH:20]=[CH:19][CH:18]=2)=[N:5]1)([CH3:3])[CH3:2].O.NN.C([O-])(O)=O.[Na+]. Product: [NH2:26][CH2:25][CH2:24][O:23][C:14]1[N:15]=[C:16]([C:17]2[CH:22]=[CH:21][CH:20]=[CH:19][CH:18]=2)[C:11]([C:6]2[CH:7]=[CH:8][C:9](=[O:10])[N:4]([CH:1]([CH3:2])[CH3:3])[N:5]=2)=[CH:12][CH:13]=1. The catalyst class is: 14. (2) Reactant: [CH:1]1([C:4]2[C:5]([O:14][CH2:15][C:16]([F:19])([F:18])[F:17])=[CH:6][C:7]([C:10](=[N:12][OH:13])[NH2:11])=[N:8][CH:9]=2)[CH2:3][CH2:2]1.C([O-])([O-])=O.[K+].[K+].[C:26](Cl)(=O)[C:27]([CH3:30])([CH3:29])[CH3:28]. Product: [C:27]([C:30]1[O:13][N:12]=[C:10]([C:7]2[CH:6]=[C:5]([O:14][CH2:15][C:16]([F:19])([F:17])[F:18])[C:4]([CH:1]3[CH2:3][CH2:2]3)=[CH:9][N:8]=2)[N:11]=1)([CH3:29])([CH3:28])[CH3:26]. The catalyst class is: 3.